Dataset: CYP3A4 inhibition data for predicting drug metabolism from PubChem BioAssay. Task: Regression/Classification. Given a drug SMILES string, predict its absorption, distribution, metabolism, or excretion properties. Task type varies by dataset: regression for continuous measurements (e.g., permeability, clearance, half-life) or binary classification for categorical outcomes (e.g., BBB penetration, CYP inhibition). Dataset: cyp3a4_veith. (1) The molecule is N[C@H]1C[C@H]1c1ccccc1. The result is 0 (non-inhibitor). (2) The molecule is Cc1c(C(=O)O)sc2nc(C)n(C)c(=O)c12. The result is 0 (non-inhibitor). (3) The molecule is CC(=O)NCCNc1ncncc1-c1ccc(N(C)C)cc1. The result is 1 (inhibitor). (4) The drug is c1nc(N2CCOCC2)c2cc(-c3ccoc3)ccc2n1. The result is 1 (inhibitor). (5) The molecule is O=C(Nc1cccc(-c2nc3ncccc3o2)c1)c1sc2cc(Cl)ccc2c1Cl. The result is 0 (non-inhibitor). (6) The molecule is O=C(Nc1cccc(F)c1)N1CC2(CCN(C(=O)c3ccco3)CC2)C1. The result is 0 (non-inhibitor).